Dataset: HIV replication inhibition screening data with 41,000+ compounds from the AIDS Antiviral Screen. Task: Binary Classification. Given a drug SMILES string, predict its activity (active/inactive) in a high-throughput screening assay against a specified biological target. (1) The drug is CC(C)(C)OC(=O)NC(CCCCNC(=O)CNC(=O)OCc1ccccc1)C(=O)NC(CCCCNC(=O)CNC(=O)OCc1ccccc1)C(=O)NC(CCCCNC(=O)CNC(=O)OCc1ccccc1)C(=O)NC(CCCCNC(=O)CNC(=O)OCc1ccccc1)C(=O)O. The result is 1 (active). (2) The compound is CCOC12CC(OC)C3(O)CC(C1C3O)C13C(OC)CC(O)C4(COC)CN(CC)C1C2C(OC)C43. The result is 0 (inactive).